Binary Classification. Given a miRNA mature sequence and a target amino acid sequence, predict their likelihood of interaction. From a dataset of Experimentally validated miRNA-target interactions with 360,000+ pairs, plus equal number of negative samples. (1) The miRNA is hsa-miR-548k with sequence AAAAGUACUUGCGGAUUUUGCU. The protein sequence of the target gene is MSKQRGTFSEVSLAQDPKWQQRKPKGNKSSISGTEQEIFQVELNLQNASLNHQGIDKIYDCQGLLPPPEKLTAEVLGIICIVLMATVLKTIVLIPFLEQNNSSPNARTQKARHCGHCPEEWITYSNSCYYIGKERRTWEESLQACASKNSSSLLCIDNEEEMKFLASILPSSWIGVFRNSSHHPWVTINGLAFKHEIKDSDHAERNCAMLHVRGLISDQCGSSRIIRRGFIMLTRLVLNS. Result: 1 (interaction). (2) The miRNA is hsa-miR-517a-3p with sequence AUCGUGCAUCCCUUUAGAGUGU. The protein sequence of the target gene is MLRVVEGIFIFVVVSESVFGVLGNGFIGLVNCIDCAKNKLSTIGFILTGLAISRIFLIWIIITDGFIQIFSPNIYASGNLIEYISYFWVIGNQSSMWFATSLSIFYFLKIANFSNYIFLWLKSRTNMVLPFMIVFLLISSLLNFAYIAKILNDYKTKNDTVWDLNMYKSEYFIKQILLNLGVIFFFTLSLITCIFLIISLWRHNRQMQSNVTGLRDSNTEAHVKAMKVLISFIILFILYFIGMAIEISCFTVRENKLLLMFGMTTTAIYPWGHSFILILGNSKLKQASLRVLQQLKCCEK.... Result: 0 (no interaction). (3) The miRNA is dme-miR-iab-8-5p with sequence UUACGUAUACUGAAGGUAUACCG. The protein sequence of the target gene is MPLQGSVSFKDVTVDFTQEEWQQLDPAQKALYRDVMLENYCHFVSVGFHMAKPDMIRKLEQGEELWTQRIFPSYSYLEEDGKTEDVLVKFKEYQDRHSRPLIFINHKKLIKERSNIYGKTFTLGKNRISKTILCEYKPDGKVLKNISELVIRNISPIKEKFGDSTGWEKSLLNTKHEKIHPAVNLHKQTERVLSGKQELIQHQKVQAPEQPFDHNECEKSFLMKGMLFTHTRAHRGERTFEYNKDGIAFIEKSSLSVHPSNLMEKKPSAYNKYGKFLCRKPVFIMPQRPQTEEKPFHCPY.... Result: 0 (no interaction). (4) Result: 0 (no interaction). The miRNA is hsa-miR-5008-5p with sequence UGAGGCCCUUGGGGCACAGUGG. The protein sequence of the target gene is MGAKQSGPAANGRTRAYSGSDLPSGTGSGGGGADGARAARFAAPVSGAQQPSASAGAAAAAAAAASAPAAPRSRSLGGAVGSASGGRAAQSAFSIPSAGGGGGPYGSQDSVHSSPEDSVGARDRDRPAGGGPGGPRLVIGSLPAHLSPHLFGGFKCPVCSKFVPSDEMDLHLVMCLTKPRITYNEDVLSKDTGECAICLEELQQGDTIARLPCLCIYHKGCIDEWFEVNRSCPEHPSD. (5) The miRNA is hsa-miR-891b with sequence UGCAACUUACCUGAGUCAUUGA. The protein sequence of the target gene is MYRLMSAVTARAAAPGGLASSCGRRGVHQRAGLPPLGHGWVGGLGLGLGLALGVKLAGGLRGAAPAQSPAAPDPEASPLAEPPQEQSLAPWSPQTPAPPCSRCFARAIESSRDLLHRIKDEVGAPGIVVGVSVDGKEVWSEGLGYADVENRVPCKPETVMRIASISKSLTMVALAKLWEAGKLDLDIPVQHYVPEFPEKEYEGEKVSVTTRLLISHLSGIRHYEKDIKKVKEEKAYKALKMMKENVAFEQEKEGKSNEKNDFTKFKTEQENEAKCRNSKPGKKKNDFEQGELYLREKFEN.... Result: 1 (interaction). (6) The miRNA is hsa-miR-133a-3p with sequence UUUGGUCCCCUUCAACCAGCUG. The protein sequence of the target gene is MGRLLRAARLPPLLSPLLLLLVGGAFLGACVAGSDEPGPEGLTSTSLLDLLLPTGLEPLDSEEPSETMGLGAGLGAPGSGFPSEENEESRILQPPQYFWEEEEELNDSSLDLGPTADYVFPDLTEKAGSIEDTSQAQELPNLPSPLPKMNLVEPPWHMPPREEEEEEEEEEEREKEEVEKQEEEEEEELLPVNGSQEEAKPQVRDFSLTSSSQTPGATKSRHEDSGDQASSGVEVESSMGPSLLLPSVTPTTVTPGDQDSTSQEAEATVLPAAGLGVEFEAPQEASEEATAGAAGLSGQH.... Result: 0 (no interaction). (7) The miRNA is hsa-miR-3194-3p with sequence AGCUCUGCUGCUCACUGGCAGU. The protein sequence of the target gene is MASSSSLVPDRLRLPLCFLGVFVCYFYYGILQEKITRGKYGEGAKQETFTFALTLVFIQCVINAVFAKILIQFFDTARVDRTRSWLYAACSISYLGAMVSSNSALQFVNYPTQVLGKSCKPIPVMLLGVTLLKKKYPLAKYLCVLLIVAGVALFMYKPKKVVGIEEHTVGYGELLLLLSLTLDGLTGVSQDHMRAHYQTGSNHMMLNINLWSTLLLGMGILFTGELWEFLSFAERYPAIIYNILLFGLTSALGQSFIFMTVVYFGPLTCSIITTTRKFFTILASVILFANPISPMQWVGT.... Result: 1 (interaction).